Dataset: Forward reaction prediction with 1.9M reactions from USPTO patents (1976-2016). Task: Predict the product of the given reaction. Given the reactants [NH2:1][C:2]1[CH:3]=[C:4]([C:8]2[CH:9]=[C:10]3[C:15](=[CH:16][N:17]=2)[CH2:14][N:13]([C:18]2[C:23]([F:24])=[C:22]([O:25][CH3:26])[CH:21]=[C:20]([O:27][CH3:28])[C:19]=2[F:29])[C:12](=[O:30])[C:11]23[CH2:32][CH2:31]2)[CH:5]=[CH:6][CH:7]=1.C(N(CC)C(C)C)(C)C.[C:42](Cl)(=[O:45])[CH:43]=[CH2:44], predict the reaction product. The product is: [F:24][C:23]1[C:22]([O:25][CH3:26])=[CH:21][C:20]([O:27][CH3:28])=[C:19]([F:29])[C:18]=1[N:13]1[C:12](=[O:30])[C:11]2([CH2:32][CH2:31]2)[C:10]2[C:15](=[CH:16][N:17]=[C:8]([C:4]3[CH:3]=[C:2]([NH:1][C:42](=[O:45])[CH:43]=[CH2:44])[CH:7]=[CH:6][CH:5]=3)[CH:9]=2)[CH2:14]1.